This data is from Catalyst prediction with 721,799 reactions and 888 catalyst types from USPTO. The task is: Predict which catalyst facilitates the given reaction. (1) Reactant: [BH4-].[Na+].[C:3]([O:7][C:8](=[O:26])[NH:9][CH:10]([C:18]1[CH:23]=[CH:22][C:21]([O:24][CH3:25])=[CH:20][CH:19]=1)[CH:11]1[CH2:16][CH2:15][C:14](=[O:17])[CH2:13][CH2:12]1)([CH3:6])([CH3:5])[CH3:4]. Product: [C:3]([O:7][C:8](=[O:26])[NH:9][CH:10]([CH:11]1[CH2:16][CH2:15][CH:14]([OH:17])[CH2:13][CH2:12]1)[C:18]1[CH:23]=[CH:22][C:21]([O:24][CH3:25])=[CH:20][CH:19]=1)([CH3:6])([CH3:4])[CH3:5]. The catalyst class is: 92. (2) Reactant: C(OC([NH:8][C:9]([CH3:37])([CH2:30][C:31]1[CH:36]=[CH:35][CH:34]=[CH:33][CH:32]=1)[CH2:10][O:11][CH2:12][C:13]1[CH:14]=[C:15]([CH:19]=[C:20]([N:22]([S:26]([CH3:29])(=[O:28])=[O:27])[CH2:23][CH2:24][CH3:25])[CH:21]=1)[C:16](O)=[O:17])=O)(C)(C)C.[C:38]1([CH:44]2[CH2:48][CH2:47][CH2:46][NH:45]2)[CH:43]=[CH:42][CH:41]=[CH:40][CH:39]=1.NC(C)(CC1C=CC=CC=1)COCC1C=C(C=C(N(S(C)(=O)=O)CCC)C=1)C(NC(C1C=CC=CC=1)C(F)(F)F)=O.N. Product: [NH2:8][C:9]([CH3:37])([CH2:30][C:31]1[CH:32]=[CH:33][CH:34]=[CH:35][CH:36]=1)[CH2:10][O:11][CH2:12][C:13]1[CH:21]=[C:20]([N:22]([CH2:23][CH2:24][CH3:25])[S:26]([CH3:29])(=[O:28])=[O:27])[CH:19]=[C:15]([C:16]([N:45]2[CH2:46][CH2:47][CH2:48][CH:44]2[C:38]2[CH:43]=[CH:42][CH:41]=[CH:40][CH:39]=2)=[O:17])[CH:14]=1. The catalyst class is: 5.